Predict the product of the given reaction. From a dataset of Forward reaction prediction with 1.9M reactions from USPTO patents (1976-2016). (1) Given the reactants [NH2:1][C:2]1[N:7]=[CH:6][N:5]=[C:4]2[N:8]([CH:20]([CH3:22])[CH3:21])[N:9]=[C:10]([C:11]3C=CC(F)=[C:15]([CH:18]=3)C#N)[C:3]=12.[CH3:23][C:24]([O-:27])(C)[CH3:25].[K+].[CH3:29][N:30](C=O)C, predict the reaction product. The product is: [NH2:1][C:2]1[N:7]=[CH:6][N:5]=[C:4]2[N:8]([CH:20]([CH3:22])[CH3:21])[N:9]=[C:10]([C:11]3[CH:18]=[CH:15][C:25]([C:29]#[N:30])=[C:24]([OH:27])[CH:23]=3)[C:3]=12. (2) Given the reactants C[NH:2][C:3]1C(N)=C[CH:6]=[CH:5][C:4]=1N.[C:11]([N:18]1[CH:22]=[CH:21][N:20]=[CH:19]1)(N1C=CN=C1)=O.C1C[O:26]CC1, predict the reaction product. The product is: [NH2:2][C:3]1[C:22]2[N:18]([CH3:11])[C:19](=[O:26])[NH:20][C:21]=2[CH:6]=[CH:5][CH:4]=1. (3) The product is: [Cl:43][CH2:21][C:17]1[CH:16]=[C:15]([C:12]2[N:11]=[C:10]([C:8]3[CH:7]=[CH:6][C:5]([C:23]4[CH:28]=[CH:27][CH:26]=[CH:25][C:24]=4[CH3:29])=[C:4]([CH2:3][O:2][CH3:1])[CH:9]=3)[O:14][N:13]=2)[CH:20]=[CH:19][N:18]=1. Given the reactants [CH3:1][O:2][CH2:3][C:4]1[CH:9]=[C:8]([C:10]2[O:14][N:13]=[C:12]([C:15]3[CH:20]=[CH:19][N:18]=[C:17]([CH2:21]O)[CH:16]=3)[N:11]=2)[CH:7]=[CH:6][C:5]=1[C:23]1[CH:28]=[CH:27][CH:26]=[CH:25][C:24]=1[CH3:29].CCN(C(C)C)C(C)C.CS([Cl:43])(=O)=O.O, predict the reaction product. (4) Given the reactants COC1C=C(OC)C=CC=1C[O:6][N:7]1[C:12](=[O:13])[C:11]2[S:14][C:15]3[CH:20]=[CH:19][CH:18]=[CH:17][C:16]=3[C:10]=2[NH:9][C:8]1=[O:21].[CH3:28]I, predict the reaction product. The product is: [OH:6][N:7]1[C:12](=[O:13])[C:11]2[S:14][C:15]3[CH:20]=[CH:19][CH:18]=[CH:17][C:16]=3[C:10]=2[N:9]([CH3:28])[C:8]1=[O:21].